Dataset: Forward reaction prediction with 1.9M reactions from USPTO patents (1976-2016). Task: Predict the product of the given reaction. (1) Given the reactants Br[C:2]1[CH:3]=[C:4]([CH:7]=[CH:8][C:9]=1[C@@H:10]1[C:15]2[C:16](=[O:19])[CH2:17][CH2:18][C:14]=2[N:13]([C:20]2[CH:25]=[CH:24][CH:23]=[C:22]([C:26]([F:29])([F:28])[F:27])[CH:21]=2)[C:12](=[O:30])[N:11]1[CH3:31])[C:5]#[N:6].[CH3:32][N:33]1[CH:38]=[C:37](B2OC(C)(C)C(C)(C)O2)[CH:36]=[CH:35][C:34]1=[O:48].ClCCl.C(=O)([O-])[O-].[K+].[K+], predict the reaction product. The product is: [CH3:31][N:11]1[C@H:10]([C:9]2[CH:8]=[CH:7][C:4]([C:5]#[N:6])=[CH:3][C:2]=2[C:37]2[CH:36]=[CH:35][C:34](=[O:48])[N:33]([CH3:32])[CH:38]=2)[C:15]2[C:16](=[O:19])[CH2:17][CH2:18][C:14]=2[N:13]([C:20]2[CH:25]=[CH:24][CH:23]=[C:22]([C:26]([F:29])([F:27])[F:28])[CH:21]=2)[C:12]1=[O:30]. (2) Given the reactants [N:1]1([C:10]2[N:18]=[C:17](Cl)[N:16]=[C:15]3[C:11]=2[N:12]=[CH:13][NH:14]3)[C:5]2[CH:6]=[CH:7][CH:8]=[CH:9][C:4]=2[N:3]=[CH:2]1.[NH2:20][C:21]1[CH:26]=[CH:25][CH:24]=[CH:23][CH:22]=1, predict the reaction product. The product is: [N:1]1([C:10]2[N:18]=[C:17]([NH:20][C:21]3[CH:26]=[CH:25][CH:24]=[CH:23][CH:22]=3)[N:16]=[C:15]3[C:11]=2[N:12]=[CH:13][NH:14]3)[C:5]2[CH:6]=[CH:7][CH:8]=[CH:9][C:4]=2[N:3]=[CH:2]1. (3) The product is: [Cl:1][C:2]1[CH:3]=[CH:4][C:5]([C:6]([N:8]2[CH2:9][C:10]3[CH:15]=[CH:14][C:13]([CH2:16][CH2:17][P:18](=[O:19])([O:23][CH2:24][CH3:25])[O:20][CH2:21][CH3:22])=[CH:12][C:11]=3[N:26]([CH2:46][C:45]3[CH:44]=[CH:43][C:42]([C:40]([N:35]4[CH2:39][CH2:38][CH2:37][CH2:36]4)=[O:41])=[CH:49][CH:48]=3)[C:28](=[O:29])[CH2:27]2)=[O:7])=[CH:33][CH:34]=1. Given the reactants [Cl:1][C:2]1[CH:34]=[CH:33][C:5]([C:6]([N:8]([CH2:27][C:28](OCC)=[O:29])[CH2:9][C:10]2[CH:15]=[CH:14][C:13]([CH2:16][CH2:17][P:18]([O:23][CH2:24][CH3:25])([O:20][CH2:21][CH3:22])=[O:19])=[CH:12][C:11]=2[NH2:26])=[O:7])=[CH:4][CH:3]=1.[N:35]1([C:40]([C:42]2[CH:49]=[CH:48][C:45]([CH:46]=O)=[CH:44][CH:43]=2)=[O:41])[CH2:39][CH2:38][CH2:37][CH2:36]1.C(O)(=O)C.C(O[BH-](OC(=O)C)OC(=O)C)(=O)C.[Na+].C(N(CC)CC)C, predict the reaction product. (4) Given the reactants [CH2:1]([O:8][C:9]1[CH:10]=[C:11]2[C:16](=[CH:17][C:18]=1[O:19][CH3:20])[CH:15]([CH2:21]S(C1N(C3C=CC=CC=3)N=NN=1)(=O)=O)[N:14](C(OC(C)(C)C)=O)[CH2:13][CH2:12]2)[C:2]1[CH:7]=[CH:6][CH:5]=[CH:4][CH:3]=1.[CH3:43][N:44]([CH3:57])[C:45]1[CH:52]=[C:51]([O:53][CH3:54])[C:50]([O:55][CH3:56])=[CH:49][C:46]=1[CH:47]=O.C[Si]([N-][Si](C)(C)C)(C)C.[Li+], predict the reaction product. The product is: [CH2:1]([O:8][C:9]1[CH:10]=[C:11]2[C:16](=[CH:17][C:18]=1[O:19][CH3:20])[CH:15](/[CH:21]=[CH:47]/[C:46]1[CH:49]=[C:50]([O:55][CH3:56])[C:51]([O:53][CH3:54])=[CH:52][C:45]=1[N:44]([CH3:57])[CH3:43])[NH:14][CH2:13][CH2:12]2)[C:2]1[CH:3]=[CH:4][CH:5]=[CH:6][CH:7]=1. (5) Given the reactants [C:1]([O:5][C:6]([NH:8][CH:9]1[CH2:14][CH2:13][CH:12]([NH:15][C:16]2[CH:17]=[C:18]([CH:31]=[C:32]([C:35]([O:37][CH3:38])=[O:36])[C:33]=2[CH3:34])[O:19][CH:20]2[CH2:23][N:22]([C:24]([O:26][C:27]([CH3:30])([CH3:29])[CH3:28])=[O:25])[CH2:21]2)[CH2:11][CH2:10]1)=[O:7])([CH3:4])([CH3:3])[CH3:2].[CH:39](=O)[CH3:40].C(O)(=O)C.C(O[BH-](OC(=O)C)OC(=O)C)(=O)C.[Na+], predict the reaction product. The product is: [C:1]([O:5][C:6]([NH:8][CH:9]1[CH2:10][CH2:11][CH:12]([N:15]([CH2:39][CH3:40])[C:16]2[CH:17]=[C:18]([CH:31]=[C:32]([C:35]([O:37][CH3:38])=[O:36])[C:33]=2[CH3:34])[O:19][CH:20]2[CH2:21][N:22]([C:24]([O:26][C:27]([CH3:29])([CH3:30])[CH3:28])=[O:25])[CH2:23]2)[CH2:13][CH2:14]1)=[O:7])([CH3:2])([CH3:3])[CH3:4]. (6) Given the reactants Cl.CO[C:4]1[CH:9]=[CH:8][N:7]=[CH:6][C:5]=1[N+:10]([O-:12])=[O:11].[CH2:13]([NH2:15])[CH3:14], predict the reaction product. The product is: [CH2:13]([NH:15][C:4]1[CH:9]=[CH:8][N:7]=[CH:6][C:5]=1[N+:10]([O-:12])=[O:11])[CH3:14]. (7) Given the reactants C([S@@]([NH:7][C@H:8]([C:12]1[CH:20]=[CH:19][C:18]([Cl:21])=[CH:17][C:13]=1[C:14]([OH:16])=[O:15])[CH:9]([CH3:11])[CH3:10])=O)(C)(C)C.Cl.CO, predict the reaction product. The product is: [ClH:21].[NH2:7][C@H:8]([C:12]1[CH:20]=[CH:19][C:18]([Cl:21])=[CH:17][C:13]=1[C:14]([OH:16])=[O:15])[CH:9]([CH3:10])[CH3:11]. (8) Given the reactants [Cl:1][C:2]1[CH:7]=[C:6](Cl)[N:5]2[N:9]=[C:10]([C:12]3[CH:17]=[CH:16][CH:15]=[CH:14][CH:13]=3)[CH:11]=[C:4]2[N:3]=1.[NH:18]1[CH2:23][CH2:22][O:21][CH2:20][CH2:19]1, predict the reaction product. The product is: [Cl:1][C:2]1[CH:7]=[C:6]([N:18]2[CH2:23][CH2:22][O:21][CH2:20][CH2:19]2)[N:5]2[N:9]=[C:10]([C:12]3[CH:17]=[CH:16][CH:15]=[CH:14][CH:13]=3)[CH:11]=[C:4]2[N:3]=1. (9) Given the reactants [F:1][C:2]1[CH:10]=[C:9]([C:11]2[N:16]=[CH:15][C:14]([O:17][CH2:18][CH:19]3[CH2:24][CH2:23][N:22]([CH2:25][C:26]([F:29])([CH3:28])[CH3:27])[CH2:21][CH2:20]3)=[CH:13][N:12]=2)[CH:8]=[CH:7][C:3]=1[C:4](O)=[O:5].[NH:30]1[CH2:34][CH2:33][CH2:32][C@H:31]1[C:35]([NH2:37])=[O:36].C(Cl)CCl.C1C=CC2N(O)N=NC=2C=1.CCN(C(C)C)C(C)C, predict the reaction product. The product is: [F:1][C:2]1[CH:10]=[C:9]([C:11]2[N:12]=[CH:13][C:14]([O:17][CH2:18][CH:19]3[CH2:20][CH2:21][N:22]([CH2:25][C:26]([F:29])([CH3:27])[CH3:28])[CH2:23][CH2:24]3)=[CH:15][N:16]=2)[CH:8]=[CH:7][C:3]=1[C:4]([N:30]1[CH2:34][CH2:33][CH2:32][C@H:31]1[C:35]([NH2:37])=[O:36])=[O:5]. (10) Given the reactants C[C@@]12[C@H:20]3[C@@H:19]([OH:24])C[C@]4(C)[C@@:19]([OH:24])([C:20]([CH2:22]O)=O)CC[C@H]4[C@@H:22]3CCC1=CC(=O)CC2.C(C[NH2:30])O.[NH2:31][C@H:32]([C:51]([OH:53])=O)[CH2:33]C1C=C(I)C(OC2C=CC(O)=C(I)C=2)=C(I)C=1.[Se].O=C1O[C@H]([C@H](CO)O)C(O)=C1O.N1CCC[C@H]1C(O)=O.[NH2:75][CH2:76][C:77]([OH:79])=[O:78], predict the reaction product. The product is: [CH3:33][C@H:32]([NH2:31])[C:51]([NH:75][C@H:76]([C:77]([OH:79])=[O:78])[CH2:22][CH2:20][C:19]([NH2:30])=[O:24])=[O:53].